From a dataset of Catalyst prediction with 721,799 reactions and 888 catalyst types from USPTO. Predict which catalyst facilitates the given reaction. (1) Reactant: [CH3:1][O:2][C:3]1[C:4]([CH2:8][O:9][N:10]2C(=O)CCC2=O)=[CH:5][S:6][CH:7]=1.O.NN. Product: [CH3:1][O:2][C:3]1[C:4]([CH2:8][O:9][NH2:10])=[CH:5][S:6][CH:7]=1. The catalyst class is: 5. (2) Reactant: [CH3:1][O:2][C:3]1[C:8]2[N:9]=[CH:10][S:11][C:7]=2[CH:6]=[CH:5][CH:4]=1.[Li]CCCC.CN(C)[C:19](=[O:21])[CH3:20]. Product: [CH3:1][O:2][C:3]1[C:8]2[N:9]=[C:10]([C:19](=[O:21])[CH3:20])[S:11][C:7]=2[CH:6]=[CH:5][CH:4]=1. The catalyst class is: 1. (3) Reactant: [C:1](O[BH-](OC(=O)C)OC(=O)C)(=O)C.[Na+].[CH3:15][C@H:16]1[NH:21][CH2:20][CH2:19][N:18]([C:22]2[CH:31]=[CH:30][C:25]([C:26]([O:28][CH3:29])=[O:27])=[CH:24][CH:23]=2)[CH2:17]1.C=O.C(O)(=O)C.C([O-])(O)=O.[Na+]. The catalyst class is: 5. Product: [CH3:15][C@H:16]1[N:21]([CH3:1])[CH2:20][CH2:19][N:18]([C:22]2[CH:31]=[CH:30][C:25]([C:26]([O:28][CH3:29])=[O:27])=[CH:24][CH:23]=2)[CH2:17]1. (4) Reactant: C(OP([CH2:9][C:10]#[N:11])(=O)OCC)C.C[Si]([N-][Si](C)(C)C)(C)C.[Li+].[CH3:22][O:23][C:24]1[CH:25]=[C:26]([C:32]([C:34]2[CH:44]=[CH:43][C:37]3[N:38]([CH3:42])[CH2:39][CH2:40][O:41][C:36]=3[CH:35]=2)=O)[CH:27]=[C:28]([O:30][CH3:31])[CH:29]=1. Product: [CH3:22][O:23][C:24]1[CH:25]=[C:26]([C:32]([C:34]2[CH:44]=[CH:43][C:37]3[N:38]([CH3:42])[CH2:39][CH2:40][O:41][C:36]=3[CH:35]=2)=[CH:9][C:10]#[N:11])[CH:27]=[C:28]([O:30][CH3:31])[CH:29]=1. The catalyst class is: 1. (5) Reactant: [CH:1]([C:4]1[C:5]([CH3:28])=[N:6][C:7]2[N:8]([N:12]=[CH:13][C:14]=2[C:15]2[CH:16]=[N:17][N:18](COCC[Si](C)(C)C)[CH:19]=2)[C:9]=1[O:10]C)([CH3:3])[CH3:2].Cl.C(Cl)Cl.CO. Product: [CH:1]([C:4]1[C:9](=[O:10])[N:8]2[N:12]=[CH:13][C:14]([C:15]3[CH:19]=[N:18][NH:17][CH:16]=3)=[C:7]2[NH:6][C:5]=1[CH3:28])([CH3:3])[CH3:2]. The catalyst class is: 5. (6) Reactant: I([O-])(=O)(=O)=O.[Na+].[CH3:7][C@@H:8]1[O:13][S:12](=[O:14])[N:11]([C:15]([O:17][C:18]([CH3:21])([CH3:20])[CH3:19])=[O:16])[CH2:10][CH2:9]1.Cl.CC[O:25]C(C)=O. Product: [CH3:7][C@@H:8]1[O:13][S:12](=[O:25])(=[O:14])[N:11]([C:15]([O:17][C:18]([CH3:20])([CH3:19])[CH3:21])=[O:16])[CH2:10][CH2:9]1. The catalyst class is: 47. (7) Reactant: [OH:1][C:2]1[CH:3]=[C:4]2[C:9](=[CH:10][CH:11]=1)[CH:8]=[C:7]([C:12]([O:14][CH3:15])=[O:13])[CH:6]=[CH:5]2.[CH3:16][C@H:17]1[CH2:22][CH2:21][C@H:20](O)[CH2:19][CH2:18]1.C1(P(C2C=CC=CC=2)C2C=CC=CC=2)C=CC=CC=1.N(C(OC(C)C)=O)=NC(OC(C)C)=O. Product: [CH3:16][C@@H:17]1[CH2:22][CH2:21][C@H:20]([O:1][C:2]2[CH:3]=[C:4]3[C:9](=[CH:10][CH:11]=2)[CH:8]=[C:7]([C:12]([O:14][CH3:15])=[O:13])[CH:6]=[CH:5]3)[CH2:19][CH2:18]1. The catalyst class is: 11.